From a dataset of Full USPTO retrosynthesis dataset with 1.9M reactions from patents (1976-2016). Predict the reactants needed to synthesize the given product. (1) Given the product [CH3:1][O:2][C:3](=[O:15])[C:4](=[O:14])[CH:5]([Cl:13])[C:6]1[CH:11]=[CH:10][CH:9]=[C:8]([C:17]([F:27])([F:26])[F:16])[CH:7]=1, predict the reactants needed to synthesize it. The reactants are: [CH3:1][O:2][C:3](=[O:15])[C:4](=[O:14])[CH:5]([Cl:13])[C:6]1[CH:11]=[CH:10][C:9](F)=[CH:8][CH:7]=1.[F:16][C:17]([F:27])([F:26])C1C=C(C=CC=1)C=O.FC1C=CC(C=O)=CC=1. (2) Given the product [OH:2][CH2:3][CH2:4][CH2:5][C:6]([O:8][CH2:10][CH3:11])=[O:7], predict the reactants needed to synthesize it. The reactants are: [K+].[OH:2][CH2:3][CH2:4][CH2:5][C:6]([O-:8])=[O:7].Br[CH2:10][CH3:11].O. (3) Given the product [CH2:31]([O:30][C:28]([N:11]1[C:12]2[C:7](=[CH:6][C:5]([C:21]3[N:22]([CH3:26])[N:23]=[CH:24][CH:25]=3)=[C:4]([CH:1]([CH3:3])[CH3:2])[CH:13]=2)[C:8](=[O:20])[N:9]([N:15]([C:28]([O:30][CH2:31][CH3:32])=[O:29])[S:16]([CH3:19])(=[O:17])=[O:18])[C:10]1=[O:14])=[O:29])[CH3:32], predict the reactants needed to synthesize it. The reactants are: [CH:1]([C:4]1[CH:13]=[C:12]2[C:7]([C:8](=[O:20])[N:9]([NH:15][S:16]([CH3:19])(=[O:18])=[O:17])[C:10](=[O:14])[NH:11]2)=[CH:6][C:5]=1[C:21]1[N:22]([CH3:26])[N:23]=[CH:24][CH:25]=1)([CH3:3])[CH3:2].Cl[C:28]([O:30][CH2:31][CH3:32])=[O:29]. (4) Given the product [CH3:1][C:2]1[CH:7]=[C:6]([CH3:8])[CH:5]=[CH:4][C:3]=1[N:9]([CH2:23][CH:24]([CH3:26])[CH3:25])[S:10]([C:13]1[CH:18]=[C:17]([F:19])[C:16]([CH:20]2[CH2:21][O:32]2)=[C:15]([F:22])[CH:14]=1)(=[O:12])=[O:11], predict the reactants needed to synthesize it. The reactants are: [CH3:1][C:2]1[CH:7]=[C:6]([CH3:8])[CH:5]=[CH:4][C:3]=1[N:9]([CH2:23][CH:24]([CH3:26])[CH3:25])[S:10]([C:13]1[CH:18]=[C:17]([F:19])[C:16]([CH:20]=[CH2:21])=[C:15]([F:22])[CH:14]=1)(=[O:12])=[O:11].ClC1C=C(C=CC=1)C(OO)=[O:32]. (5) Given the product [Cl:23][C:6]1[C:5]2[C:10](=[CH:11][C:2]([Cl:1])=[C:3]([I:13])[CH:4]=2)[N:9]=[CH:8][CH:7]=1, predict the reactants needed to synthesize it. The reactants are: [Cl:1][C:2]1[CH:11]=[C:10]2[C:5]([C:6](O)=[CH:7][CH:8]=[N:9]2)=[CH:4][C:3]=1[I:13].CCN(CC)CC.O=P(Cl)(Cl)[Cl:23]. (6) Given the product [C:33]1([CH:32]([NH:31][C:28]2[CH:27]=[CH:26][C:25]([CH2:24][CH2:23][CH2:22][CH2:21][N:14]([C:12]([O:11][C:7]([CH3:10])([CH3:8])[CH3:9])=[O:13])[C:15]3[CH:20]=[CH:19][CH:18]=[CH:17][N:16]=3)=[CH:30][CH:29]=2)[CH2:50][C:51]([O:53][C:54]([CH3:57])([CH3:56])[CH3:55])=[O:52])[CH:38]=[CH:37][CH:36]=[CH:35][CH:34]=1, predict the reactants needed to synthesize it. The reactants are: [O-]S([O-])(=O)=O.[Mg+2].[C:7]([O:11][C:12]([N:14]([CH2:21][CH2:22][CH2:23][CH2:24][C:25]1[CH:30]=[CH:29][C:28]([NH2:31])=[CH:27][CH:26]=1)[C:15]1[CH:20]=[CH:19][CH:18]=[CH:17][N:16]=1)=[O:13])([CH3:10])([CH3:9])[CH3:8].[CH:32](=O)[C:33]1[CH:38]=[CH:37][CH:36]=[CH:35][CH:34]=1.B(F)(F)F.CCOCC.Br[CH2:50][C:51]([O:53][C:54]([CH3:57])([CH3:56])[CH3:55])=[O:52].C1COCC1. (7) Given the product [Cl:1][C:2]1[CH:7]=[C:6]2[N:8]([C:47]([O:49][CH2:50][CH:51]([CH3:53])[CH3:52])=[O:48])[C:9](=[O:45])[C:10]3([CH:15]([C:16]4[CH:21]=[C:20]([Cl:22])[CH:19]=[CH:18][C:17]=4[O:23][C:24]([CH2:34][CH3:35])([C:27]([NH:29][S:30]([CH3:33])(=[O:32])=[O:31])=[O:28])[CH2:25][CH3:26])[CH2:14][C:13](=[O:36])[NH:12][CH:11]3[C:37]3[CH:42]=[C:41]([F:43])[CH:40]=[CH:39][C:38]=3[CH3:44])[C:5]2=[CH:4][CH:3]=1, predict the reactants needed to synthesize it. The reactants are: [Cl:1][C:2]1[CH:7]=[C:6]2[NH:8][C:9](=[O:45])[C:10]3([CH:15]([C:16]4[CH:21]=[C:20]([Cl:22])[CH:19]=[CH:18][C:17]=4[O:23][C:24]([CH2:34][CH3:35])([C:27]([NH:29][S:30]([CH3:33])(=[O:32])=[O:31])=[O:28])[CH2:25][CH3:26])[CH2:14][C:13](=[O:36])[NH:12][CH:11]3[C:37]3[CH:42]=[C:41]([F:43])[CH:40]=[CH:39][C:38]=3[CH3:44])[C:5]2=[CH:4][CH:3]=1.Cl[C:47]([O:49][CH2:50][CH:51]([CH3:53])[CH3:52])=[O:48]. (8) Given the product [CH3:1][C:2]1([CH3:28])[O:6][C@H:5]([CH2:7][O:8][C:9]2[CH:14]=[CH:13][C:12]([CH2:15][CH2:16][CH2:17][CH:18]([NH:21][S:22]([C:24]([CH3:26])([CH3:27])[CH3:25])=[O:23])/[CH:19]=[N:35]/[S:33]([C:29]([CH3:32])([CH3:31])[CH3:30])=[O:34])=[CH:11][CH:10]=2)[CH2:4][O:3]1, predict the reactants needed to synthesize it. The reactants are: [CH3:1][C:2]1([CH3:28])[O:6][C@H:5]([CH2:7][O:8][C:9]2[CH:14]=[CH:13][C:12]([CH2:15][CH2:16][CH2:17][CH:18]([NH:21][S:22]([C:24]([CH3:27])([CH3:26])[CH3:25])=[O:23])[CH:19]=O)=[CH:11][CH:10]=2)[CH2:4][O:3]1.[C:29]([S:33]([NH2:35])=[O:34])([CH3:32])([CH3:31])[CH3:30].